This data is from NCI-60 drug combinations with 297,098 pairs across 59 cell lines. The task is: Regression. Given two drug SMILES strings and cell line genomic features, predict the synergy score measuring deviation from expected non-interaction effect. (1) Drug 1: CCC1=CC2CC(C3=C(CN(C2)C1)C4=CC=CC=C4N3)(C5=C(C=C6C(=C5)C78CCN9C7C(C=CC9)(C(C(C8N6C)(C(=O)OC)O)OC(=O)C)CC)OC)C(=O)OC.C(C(C(=O)O)O)(C(=O)O)O. Drug 2: CN(CC1=CN=C2C(=N1)C(=NC(=N2)N)N)C3=CC=C(C=C3)C(=O)NC(CCC(=O)O)C(=O)O. Cell line: NCI-H322M. Synergy scores: CSS=25.2, Synergy_ZIP=5.00, Synergy_Bliss=6.81, Synergy_Loewe=-4.34, Synergy_HSA=4.16. (2) Drug 1: C1=CC(=CC=C1C#N)C(C2=CC=C(C=C2)C#N)N3C=NC=N3. Drug 2: CC1=C2C(C(=O)C3(C(CC4C(C3C(C(C2(C)C)(CC1OC(=O)C(C(C5=CC=CC=C5)NC(=O)C6=CC=CC=C6)O)O)OC(=O)C7=CC=CC=C7)(CO4)OC(=O)C)O)C)OC(=O)C. Cell line: NCI-H226. Synergy scores: CSS=7.10, Synergy_ZIP=-3.87, Synergy_Bliss=1.17, Synergy_Loewe=-10.1, Synergy_HSA=-1.26. (3) Drug 1: C1CCN(CC1)CCOC2=CC=C(C=C2)C(=O)C3=C(SC4=C3C=CC(=C4)O)C5=CC=C(C=C5)O. Drug 2: CC1=C(C=C(C=C1)NC2=NC=CC(=N2)N(C)C3=CC4=NN(C(=C4C=C3)C)C)S(=O)(=O)N.Cl. Cell line: OVCAR-8. Synergy scores: CSS=11.7, Synergy_ZIP=5.12, Synergy_Bliss=9.33, Synergy_Loewe=7.88, Synergy_HSA=8.37. (4) Drug 1: CN(C)N=NC1=C(NC=N1)C(=O)N. Drug 2: CCC1(C2=C(COC1=O)C(=O)N3CC4=CC5=C(C=CC(=C5CN(C)C)O)N=C4C3=C2)O.Cl. Cell line: SW-620. Synergy scores: CSS=10.0, Synergy_ZIP=-5.40, Synergy_Bliss=0.379, Synergy_Loewe=-40.3, Synergy_HSA=-4.02. (5) Drug 1: CCCCC(=O)OCC(=O)C1(CC(C2=C(C1)C(=C3C(=C2O)C(=O)C4=C(C3=O)C=CC=C4OC)O)OC5CC(C(C(O5)C)O)NC(=O)C(F)(F)F)O. Drug 2: C1CC(=O)NC(=O)C1N2C(=O)C3=CC=CC=C3C2=O. Cell line: SNB-75. Synergy scores: CSS=36.5, Synergy_ZIP=3.24, Synergy_Bliss=3.83, Synergy_Loewe=-11.9, Synergy_HSA=2.87. (6) Drug 1: CC1=C2C(C(=O)C3(C(CC4C(C3C(C(C2(C)C)(CC1OC(=O)C(C(C5=CC=CC=C5)NC(=O)OC(C)(C)C)O)O)OC(=O)C6=CC=CC=C6)(CO4)OC(=O)C)OC)C)OC. Drug 2: CC12CCC3C(C1CCC2=O)CC(=C)C4=CC(=O)C=CC34C. Cell line: BT-549. Synergy scores: CSS=59.1, Synergy_ZIP=-0.109, Synergy_Bliss=-1.82, Synergy_Loewe=0.0748, Synergy_HSA=1.79.